This data is from Catalyst prediction with 721,799 reactions and 888 catalyst types from USPTO. The task is: Predict which catalyst facilitates the given reaction. (1) Reactant: CC([O-])(C)C.[K+].[F:7][C:8]1[CH:13]=[C:12]([N:14]2[CH2:18][C:17](F)([F:19])[C:16](F)([F:21])[CH2:15]2)[CH:11]=[CH:10][C:9]=1[N:23]1[CH:28]=[C:27]([O:29][CH3:30])[C:26](=[O:31])[C:25]([C:32]2[N:36]([C:37]3[CH:42]=[CH:41][CH:40]=[CH:39][CH:38]=3)[N:35]=[CH:34][CH:33]=2)=[N:24]1.O. Product: [F:21][C:16]1[C:17]([F:19])=[CH:18][N:14]([C:12]2[CH:11]=[CH:10][C:9]([N:23]3[CH:28]=[C:27]([O:29][CH3:30])[C:26](=[O:31])[C:25]([C:32]4[N:36]([C:37]5[CH:42]=[CH:41][CH:40]=[CH:39][CH:38]=5)[N:35]=[CH:34][CH:33]=4)=[N:24]3)=[C:8]([F:7])[CH:13]=2)[CH:15]=1. The catalyst class is: 16. (2) Reactant: Cl[C:2]1[C:7]2=[CH:8][CH:9]=[CH:10][N:6]2[NH:5][C:4]([N:12]([CH3:14])[CH3:13])(N)[N:3]=1.[NH2:15][C:16]1[CH:21]=[C:20]([OH:22])[C:19]([CH3:23])=[CH:18][CH:17]=1. Product: [CH3:14][N:12]([CH3:13])[C:4]1[N:3]=[C:2]([NH:15][C:16]2[CH:17]=[CH:18][C:19]([CH3:23])=[C:20]([OH:22])[CH:21]=2)[C:7]2=[CH:8][CH:9]=[CH:10][N:6]2[N:5]=1. The catalyst class is: 8. (3) Reactant: Cl[C:2]1[CH:7]=[CH:6][N:5]=[C:4]([C:8]([F:11])([F:10])[F:9])[CH:3]=1.[C:12](=O)([O-:14])[OH:13].[Na+]. Product: [F:9][C:8]([F:11])([F:10])[C:4]1[CH:3]=[C:2]([CH:7]=[CH:6][N:5]=1)[C:12]([OH:14])=[O:13]. The catalyst class is: 20. (4) Reactant: C([Zn:3]CC)C.[CH:6]([OH:9])([CH3:8])[CH3:7]. Product: [CH3:7][CH:6]([CH3:8])[O-:9].[Zn+2:3].[CH3:7][CH:6]([CH3:8])[O-:9]. The catalyst class is: 194. (5) Reactant: [C:1]([C:3]1[N:4]=[C:5]([C:16]([NH:18][C:19]2[C:20]([C:36]3[CH2:41][CH2:40][C:39]([CH3:43])([CH3:42])[CH2:38][CH:37]=3)=[N:21][C:22]([CH:25]3[CH2:30][C:29]([CH3:32])([CH3:31])[O:28][C:27]([CH2:34][OH:35])([CH3:33])[CH2:26]3)=[CH:23][CH:24]=2)=[O:17])[N:6](COCC[Si](C)(C)C)[CH:7]=1)#[N:2].CCCC[N+](CCCC)(CCCC)CCCC.[F-]. Product: [C:1]([C:3]1[N:4]=[C:5]([C:16]([NH:18][C:19]2[C:20]([C:36]3[CH2:41][CH2:40][C:39]([CH3:43])([CH3:42])[CH2:38][CH:37]=3)=[N:21][C:22]([CH:25]3[CH2:30][C:29]([CH3:31])([CH3:32])[O:28][C:27]([CH2:34][OH:35])([CH3:33])[CH2:26]3)=[CH:23][CH:24]=2)=[O:17])[NH:6][CH:7]=1)#[N:2]. The catalyst class is: 1. (6) Reactant: [F:1][C:2]1[CH:7]=[CH:6][C:5]([C:8]2[C:9]3[CH:21]=[CH:20][C:19](=[O:22])[N:18]([C:23]4[CH:28]=[CH:27][CH:26]=[CH:25][C:24]=4[F:29])[C:10]=3[N:11]=[C:12](S(C)(=O)=O)[N:13]=2)=[C:4]([CH3:30])[CH:3]=1.[NH2:31][C@@H:32]([CH3:35])[CH2:33][OH:34]. Product: [F:1][C:2]1[CH:7]=[CH:6][C:5]([C:8]2[C:9]3[CH:21]=[CH:20][C:19](=[O:22])[N:18]([C:23]4[CH:28]=[CH:27][CH:26]=[CH:25][C:24]=4[F:29])[C:10]=3[N:11]=[C:12]([NH:31][C@@H:32]([CH3:35])[CH2:33][OH:34])[N:13]=2)=[C:4]([CH3:30])[CH:3]=1. The catalyst class is: 1. (7) Reactant: [OH-].[Na+].[CH3:3][C:4]1[CH:5]=[CH:6][C:7]([C:14]2[CH:19]=[CH:18][CH:17]=[CH:16][N:15]=2)=[C:8]([CH:13]=1)[C:9]([O:11]C)=[O:10]. Product: [CH3:3][C:4]1[CH:5]=[CH:6][C:7]([C:14]2[CH:19]=[CH:18][CH:17]=[CH:16][N:15]=2)=[C:8]([CH:13]=1)[C:9]([OH:11])=[O:10]. The catalyst class is: 92.